From a dataset of HIV replication inhibition screening data with 41,000+ compounds from the AIDS Antiviral Screen. Binary Classification. Given a drug SMILES string, predict its activity (active/inactive) in a high-throughput screening assay against a specified biological target. (1) The compound is O=C(O)c1cc(O)cc(O)c1N=Nc1ccc(C=Cc2ccc(N=Nc3c(O)cc(O)cc3C(=O)O)cc2S(=O)(=O)O)c(S(=O)(=O)O)c1.[NaH]. The result is 1 (active). (2) The molecule is C=CC1(C)CCC2C(=CCC3C(C)(COC4OC(CO)C(O)C(O)C4O)C(O)CCC23C)C1. The result is 0 (inactive).